From a dataset of Peptide-MHC class I binding affinity with 185,985 pairs from IEDB/IMGT. Regression. Given a peptide amino acid sequence and an MHC pseudo amino acid sequence, predict their binding affinity value. This is MHC class I binding data. (1) The peptide sequence is YAVQYRRKGG. The MHC is H-2-Db with pseudo-sequence H-2-Db. The binding affinity (normalized) is 0. (2) The peptide sequence is KSPAEGANF. The MHC is Mamu-A02 with pseudo-sequence Mamu-A02. The binding affinity (normalized) is 0.338.